Predict the product of the given reaction. From a dataset of Forward reaction prediction with 1.9M reactions from USPTO patents (1976-2016). (1) Given the reactants C[O:2][C:3]1[C:8]2[NH:9][C:10]([C:12]3[S:13][CH:14]=[CH:15][CH:16]=3)=[N:11][C:7]=2[C:6]([C:17]([OH:19])=O)=[CH:5][CH:4]=1.[CH3:20][O:21][C:22]1[CH:23]=[C:24]([CH2:28][CH2:29][NH2:30])[CH:25]=[CH:26][CH:27]=1, predict the reaction product. The product is: [OH:2][C:3]1[C:8]2[NH:9][C:10]([C:12]3[S:13][CH:14]=[CH:15][CH:16]=3)=[N:11][C:7]=2[C:6]([C:17]([NH:30][CH2:29][CH2:28][C:24]2[CH:25]=[CH:26][CH:27]=[C:22]([O:21][CH3:20])[CH:23]=2)=[O:19])=[CH:5][CH:4]=1. (2) The product is: [Cl:1][C:2]1[C:3]([C:20]([NH2:21])=[O:23])=[C:4]2[N:9]([C:10]=1[C:11]1[CH:12]=[N:13][CH:14]=[CH:15][CH:16]=1)[CH2:8][CH2:7][C:6]([Cl:17])([Cl:18])[C:5]2=[O:19]. Given the reactants [Cl:1][C:2]1[C:3]([C:20]#[N:21])=[C:4]2[N:9]([C:10]=1[C:11]1[CH:12]=[N:13][CH:14]=[CH:15][CH:16]=1)[CH2:8][CH2:7][C:6]([Cl:18])([Cl:17])[C:5]2=[O:19].S(=O)(=O)(O)[OH:23].C(=O)(O)[O-].[Na+], predict the reaction product.